Predict the reactants needed to synthesize the given product. From a dataset of Full USPTO retrosynthesis dataset with 1.9M reactions from patents (1976-2016). (1) Given the product [Cl:1][C:2]1[CH:7]=[CH:6][C:5]([B:8]([OH:9])[OH:10])=[C:4]([F:12])[C:3]=1[O:13][CH3:14], predict the reactants needed to synthesize it. The reactants are: [Cl:1][C:2]1[CH:7]=[CH:6][C:5]([B-:8](O)([OH:10])[OH:9])=[C:4]([F:12])[C:3]=1[O:13][CH3:14].[K+].Cl. (2) Given the product [CH:1]([N:4]1[C:9](=[O:10])[CH:8]=[CH:7][C:6]([C:11]2[CH:12]=[C:29]([C:28]([OH:31])=[O:26])[C:14](=[O:23])[NH:15][C:16]=2[C:17]2[CH:22]=[CH:21][CH:20]=[CH:19][CH:18]=2)=[N:5]1)([CH3:3])[CH3:2], predict the reactants needed to synthesize it. The reactants are: [CH:1]([N:4]1[C:9](=[O:10])[CH:8]=[CH:7][C:6]([C:11]2[CH:12]=C(C#N)[C:14](=[O:23])[NH:15][C:16]=2[C:17]2[CH:22]=[CH:21][CH:20]=[CH:19][CH:18]=2)=[N:5]1)([CH3:3])[CH3:2].[OH-:26].[K+].[CH2:28]([OH:31])[CH2:29]O.Cl. (3) Given the product [CH2:1]([O:3][C:4]([C:6]1[C:7]([OH:23])=[C:8]2[C:15]([C:16]3[CH:21]=[CH:20][C:19]([F:22])=[CH:18][CH:17]=3)=[N:14][S:13][C:9]2=[C:10]([CH3:24])[N:11]=1)=[O:5])[CH3:2], predict the reactants needed to synthesize it. The reactants are: [CH2:1]([O:3][C:4]([C:6]1[C:7]([OH:23])=[C:8]2[C:15]([C:16]3[CH:21]=[CH:20][C:19]([F:22])=[CH:18][CH:17]=3)=[N:14][S:13][C:9]2=[C:10](I)[N:11]=1)=[O:5])[CH3:2].[CH:24]1C=CC(P(C2C=CC=CC=2)C2C=CC=CC=2)=CC=1.[Sn](C)(C)(C)C. (4) Given the product [NH4+:8].[OH-:19].[C:1]([C:5]1[CH:6]=[C:7]([NH:17][C:18]([NH:20][C@@H:21]2[C:30]3[C:25](=[CH:26][CH:27]=[CH:28][CH:29]=3)[C@H:24]([O:31][C:32]3[CH:33]=[CH:34][C:35]4[N:36]([C:38]([CH2:41][CH:42]5[CH2:43][CH2:44][N:45]([CH2:63][CH:64]([F:66])[F:65])[CH2:46][CH2:47]5)=[N:39][N:40]=4)[CH:37]=3)[CH2:23][CH2:22]2)=[O:19])[N:8]([C:10]2[CH:11]=[CH:12][C:13]([CH3:16])=[CH:14][CH:15]=2)[N:9]=1)([CH3:4])([CH3:2])[CH3:3], predict the reactants needed to synthesize it. The reactants are: [C:1]([C:5]1[CH:6]=[C:7]([NH:17][C:18]([NH:20][C@@H:21]2[C:30]3[C:25](=[CH:26][CH:27]=[CH:28][CH:29]=3)[C@H:24]([O:31][C:32]3[CH:33]=[CH:34][C:35]4[N:36]([C:38]([CH2:41][CH:42]5[CH2:47][CH2:46][NH:45][CH2:44][CH2:43]5)=[N:39][N:40]=4)[CH:37]=3)[CH2:23][CH2:22]2)=[O:19])[N:8]([C:10]2[CH:15]=[CH:14][C:13]([CH3:16])=[CH:12][CH:11]=2)[N:9]=1)([CH3:4])([CH3:3])[CH3:2].CCN(C(C)C)C(C)C.FC(F)(F)S(O[CH2:63][CH:64]([F:66])[F:65])(=O)=O.CC#N.